From a dataset of Full USPTO retrosynthesis dataset with 1.9M reactions from patents (1976-2016). Predict the reactants needed to synthesize the given product. (1) Given the product [ClH:29].[CH:1]1([N:5]2[CH2:11][CH2:10][CH2:9][N:8]([C:12]([C:14]3[CH:15]=[CH:16][C:17]([C:30]4[N:31]=[N:32][C:33]([C:36]([F:39])([F:38])[F:37])=[CH:34][CH:35]=4)=[CH:18][CH:19]=3)=[O:13])[CH2:7][CH2:6]2)[CH2:2][CH2:3][CH2:4]1, predict the reactants needed to synthesize it. The reactants are: [CH:1]1([N:5]2[CH2:11][CH2:10][CH2:9][N:8]([C:12]([C:14]3[CH:19]=[CH:18][C:17](B4OC(C)(C)C(C)(C)O4)=[CH:16][CH:15]=3)=[O:13])[CH2:7][CH2:6]2)[CH2:4][CH2:3][CH2:2]1.[Cl:29][C:30]1[N:31]=[N:32][C:33]([C:36]([F:39])([F:38])[F:37])=[CH:34][CH:35]=1. (2) Given the product [CH3:1][N:2]([CH3:17])[C:3]1[CH:4]=[C:5]([C:9]2([OH:16])[CH2:14][CH2:13][CH:12]([N:18]3[CH2:21][CH:20]([NH:22][C:23]([CH2:25][NH:26][C:27](=[O:38])[C:28]4[CH:33]=[CH:32][CH:31]=[C:30]([C:34]([F:37])([F:35])[F:36])[CH:29]=4)=[O:24])[CH2:19]3)[CH2:11][CH2:10]2)[CH:6]=[CH:7][CH:8]=1, predict the reactants needed to synthesize it. The reactants are: [CH3:1][N:2]([CH3:17])[C:3]1[CH:4]=[C:5]([C:9]2([OH:16])[CH2:14][CH2:13][C:12](=O)[CH2:11][CH2:10]2)[CH:6]=[CH:7][CH:8]=1.[NH:18]1[CH2:21][CH:20]([NH:22][C:23]([CH2:25][NH:26][C:27](=[O:38])[C:28]2[CH:33]=[CH:32][CH:31]=[C:30]([C:34]([F:37])([F:36])[F:35])[CH:29]=2)=[O:24])[CH2:19]1. (3) Given the product [N+:15]([C:13]1[CH:12]=[CH:11][N:10]=[C:9]([NH2:8])[CH:14]=1)([O-:17])=[O:16], predict the reactants needed to synthesize it. The reactants are: COC1C=CC(C[NH:8][C:9]2[CH:14]=[C:13]([N+:15]([O-:17])=[O:16])[CH:12]=[CH:11][N:10]=2)=CC=1.C1(OC)C=CC=CC=1. (4) Given the product [CH2:3]([C@@H:2]1[CH2:1][O:10]1)[CH2:4]/[CH:5]=[CH:6]\[CH2:7][CH3:8], predict the reactants needed to synthesize it. The reactants are: [CH2:1]([OH:10])[C@H:2](O)[CH2:3][CH2:4]/[CH:5]=[CH:6]\[CH2:7][CH3:8].[H-].[Na+].C(C1C=CC(S(Cl)(=O)=O)=C(C(C)C)C=1C(C)C)(C)C. (5) Given the product [CH2:1]([O:8][N:9]1[C:14]2[N:15]=[CH:16][N:17]=[CH:18][C:13]=2[C:12]([NH:37][CH2:36][C:35]2[CH:38]=[CH:39][C:40]([F:42])=[CH:41][C:34]=2[F:33])=[C:11]([C:27]([O:29][CH2:30][CH3:31])=[O:28])[C:10]1=[O:32])[C:2]1[CH:7]=[CH:6][CH:5]=[CH:4][CH:3]=1, predict the reactants needed to synthesize it. The reactants are: [CH2:1]([O:8][N:9]1[C:14]2[N:15]=[CH:16][N:17]=[CH:18][C:13]=2[C:12](OS(C(F)(F)F)(=O)=O)=[C:11]([C:27]([O:29][CH2:30][CH3:31])=[O:28])[C:10]1=[O:32])[C:2]1[CH:7]=[CH:6][CH:5]=[CH:4][CH:3]=1.[F:33][C:34]1[CH:41]=[C:40]([F:42])[CH:39]=[CH:38][C:35]=1[CH2:36][NH2:37]. (6) Given the product [NH2:14][C:11]1[N:12]=[CH:13][C:8]([O:7][C:6]2[CH:5]=[C:4]([NH:3][C:23](=[O:24])[C:22]3[CH:26]=[CH:27][CH:28]=[C:20]([C:19]([F:18])([F:29])[F:30])[CH:21]=3)[CH:17]=[CH:16][CH:15]=2)=[CH:9][CH:10]=1, predict the reactants needed to synthesize it. The reactants are: Cl.Cl.[NH2:3][C:4]1[CH:5]=[C:6]([CH:15]=[CH:16][CH:17]=1)[O:7][C:8]1[CH:9]=[CH:10][C:11]([NH2:14])=[N:12][CH:13]=1.[F:18][C:19]([F:30])([F:29])[C:20]1[CH:21]=[C:22]([CH:26]=[CH:27][CH:28]=1)[C:23](Cl)=[O:24].